From a dataset of Catalyst prediction with 721,799 reactions and 888 catalyst types from USPTO. Predict which catalyst facilitates the given reaction. (1) Reactant: O[C:2]1[C:11]2[C:6](=[N:7][CH:8]=[CH:9][CH:10]=2)[N:5]([C:12]2[CH:17]=[CH:16][CH:15]=[CH:14][CH:13]=2)[C:4](=[O:18])[C:3]=1[C:19](=O)[CH:20]([C:23]1[CH:28]=[CH:27][CH:26]=[CH:25][CH:24]=1)[CH2:21][CH3:22].O.[NH2:31][NH2:32].C(=O)([O-])O.[Na+]. Product: [C:12]1([N:5]2[C:6]3[N:7]=[CH:8][CH:9]=[CH:10][C:11]=3[C:2]3[NH:31][N:32]=[C:19]([CH:20]([C:23]4[CH:28]=[CH:27][CH:26]=[CH:25][CH:24]=4)[CH2:21][CH3:22])[C:3]=3[C:4]2=[O:18])[CH:17]=[CH:16][CH:15]=[CH:14][CH:13]=1. The catalyst class is: 3. (2) Reactant: [Br:1][C:2]1[C:3]([CH3:10])=[CH:4][C:5]([Cl:9])=[N+:6]([O-])[CH:7]=1.[Si]([C:15]#[N:16])(C)(C)C.C(N(CC)CC)C. Product: [Br:1][C:2]1[C:7]([C:15]#[N:16])=[N:6][C:5]([Cl:9])=[CH:4][C:3]=1[CH3:10]. The catalyst class is: 10. (3) Reactant: C([O:3][CH:4](OCC)[C:5]1[CH:6]=[CH:7][C:8]([C:11]2[CH:15]=[N:14][N:13]([CH3:16])[N:12]=2)=[N:9][CH:10]=1)C.Cl.C(=O)(O)[O-].[Na+]. Product: [CH3:16][N:13]1[N:12]=[C:11]([C:8]2[CH:7]=[CH:6][C:5]([CH:4]=[O:3])=[CH:10][N:9]=2)[CH:15]=[N:14]1. The catalyst class is: 1. (4) Reactant: [CH3:1][O:2][C:3]1[CH:4]=[C:5]2[CH:11]=[C:10]([C:12]([O:14][CH2:15][CH3:16])=[O:13])[NH:9][C:6]2=[N:7][CH:8]=1.[H-].[Na+].[Cl:19][C:20]1[CH:27]=[CH:26][C:23]([CH2:24]Cl)=[CH:22][CH:21]=1. Product: [Cl:19][C:20]1[CH:27]=[CH:26][C:23]([CH2:24][N:9]2[C:6]3=[N:7][CH:8]=[C:3]([O:2][CH3:1])[CH:4]=[C:5]3[CH:11]=[C:10]2[C:12]([O:14][CH2:15][CH3:16])=[O:13])=[CH:22][CH:21]=1. The catalyst class is: 198.